From a dataset of Full USPTO retrosynthesis dataset with 1.9M reactions from patents (1976-2016). Predict the reactants needed to synthesize the given product. (1) Given the product [CH3:1][C:2]1[S:6][C:5]([C:7]2[CH:8]=[CH:9][CH:10]=[CH:11][CH:12]=2)=[N:4][C:3]=1[CH2:13][O:14][C:15]1[CH:20]=[CH:19][C:18]([CH2:21][CH2:22][CH2:23][C@@H:24]2[O:28][C:27](=[O:29])[NH:26][C:25]2=[O:30])=[CH:17][CH:16]=1, predict the reactants needed to synthesize it. The reactants are: [CH3:1][C:2]1[S:6][C:5]([C:7]2[CH:12]=[CH:11][CH:10]=[CH:9][CH:8]=2)=[N:4][C:3]=1[CH2:13][O:14][C:15]1[CH:20]=[CH:19][C:18]([CH2:21][CH2:22][CH2:23][CH:24]2[O:28][C:27](=[O:29])[NH:26][C:25]2=[O:30])=[CH:17][CH:16]=1. (2) Given the product [C:1]([N:8]1[C:16]2[C:11](=[CH:12][C:13]([CH2:20][N:41]3[CH2:40][CH2:39][NH:38][C:37](=[O:36])[CH2:42]3)=[CH:14][C:15]=2[N+:17]([O-:19])=[O:18])[C:10]([Br:22])=[C:9]1[C:23]1[CH:28]=[CH:27][CH:26]=[CH:25][CH:24]=1)([O:3][C:4]([CH3:5])([CH3:6])[CH3:7])=[O:2], predict the reactants needed to synthesize it. The reactants are: [C:1]([N:8]1[C:16]2[C:11](=[CH:12][C:13]([CH2:20]Br)=[CH:14][C:15]=2[N+:17]([O-:19])=[O:18])[C:10]([Br:22])=[C:9]1[C:23]1[CH:28]=[CH:27][CH:26]=[CH:25][CH:24]=1)([O:3][C:4]([CH3:7])([CH3:6])[CH3:5])=[O:2].CCN(CC)CC.[O:36]=[C:37]1[CH2:42][NH:41][CH2:40][CH2:39][NH:38]1.[NH4+].[Cl-]. (3) Given the product [C:1]([NH:8][CH:23]([CH2:24][CH3:25])[CH2:22][NH:21][C:27]1[C:36]2[C:31](=[CH:32][CH:33]=[CH:34][CH:35]=2)[N:30]=[CH:29][CH:28]=1)([O:3][C:4]([CH3:5])([CH3:6])[CH3:7])=[O:2], predict the reactants needed to synthesize it. The reactants are: [C:1]([NH:8]NCCC)([O:3][C:4]([CH3:7])([CH3:6])[CH3:5])=[O:2].C(N[NH:21][CH2:22][CH2:23][CH2:24][CH3:25])(OC(C)(C)C)=O.Cl[C:27]1[C:36]2[C:31](=[CH:32][CH:33]=[CH:34][CH:35]=2)[N:30]=[CH:29][CH:28]=1.CCN(C(C)C)C(C)C. (4) Given the product [Cl:24][C:8]1[CH:7]=[CH:6][C:5]2[C:10](=[CH:11][CH:12]=[C:3]([C:2]([F:15])([F:14])[F:1])[CH:4]=2)[N:9]=1, predict the reactants needed to synthesize it. The reactants are: [F:1][C:2]([F:15])([F:14])[C:3]1[CH:4]=[C:5]2[C:10](=[CH:11][CH:12]=1)[NH:9][C:8](=O)[CH:7]=[CH:6]2.C([O-])([O-])=O.[Na+].[Na+].O=P(Cl)(Cl)[Cl:24]. (5) Given the product [C:1]([C:5]1[CH:6]=[C:7]2[C:11](=[CH:12][CH:13]=1)[C:10](=[O:14])[N:9]([C:15]1[CH:20]=[CH:19][CH:18]=[C:17]([C:21]3[CH:26]=[C:25]([NH:27][C:28]4[CH:32]=[CH:31][CH:33]=[CH:39][N:29]=4)[C:24](=[O:35])[N:23]([CH3:36])[CH:22]=3)[C:16]=1[CH2:37][OH:38])[CH2:8]2)([CH3:3])([CH3:4])[CH3:2], predict the reactants needed to synthesize it. The reactants are: [C:1]([C:5]1[CH:6]=[C:7]2[C:11](=[CH:12][CH:13]=1)[C:10](=[O:14])[N:9]([C:15]1[CH:20]=[CH:19][CH:18]=[C:17]([C:21]3[CH:26]=[C:25]([NH:27][C:28]4[CH:32]=[C:31]([CH3:33])N(C)[N:29]=4)[C:24](=[O:35])[N:23]([CH3:36])[CH:22]=3)[C:16]=1[CH2:37][OH:38])[CH2:8]2)([CH3:4])([CH3:3])[CH3:2].[C:39](OCC1C(B2OC(C)(C)C(C)(C)O2)=CC=CC=1N1CC2C(=CC=C(C(C)(C)C)C=2)C1=O)(=O)C.BrC1C=C(NC2C=CC=CN=2)C(=O)N(C)C=1. (6) Given the product [CH3:50][C:42]1[C:43]([S:44]([N:10]2[CH:11]=[C:7]([C:6]3[S:5][C:4]([NH:12][C:13](=[O:15])[CH3:14])=[N:3][C:2]=3[CH3:1])[CH:8]=[N:9]2)(=[O:45])=[O:46])=[C:34]([CH3:35])[O:36][N:41]=1, predict the reactants needed to synthesize it. The reactants are: [CH3:1][C:2]1[N:3]=[C:4]([NH:12][C:13](=[O:15])[CH3:14])[S:5][C:6]=1[C:7]1[CH:8]=[N:9][NH:10][CH:11]=1.C(N1C=C(C2SC(N[C:34](=[O:36])[CH3:35])=NC=2C)C=N1)C1C=CC=CC=1.CN1[C:43]([S:44](Cl)(=[O:46])=[O:45])=[CH:42][N:41]=C1C.N1C=CC=C[CH:50]=1. (7) Given the product [O:8]=[C:7]1[NH:6][C:4](=[O:5])[C:3]([C:1]#[N:2])=[CH:10][N:11]1[C:12]1[CH:17]=[CH:16][CH:15]=[C:14]([C:18]([F:21])([F:20])[F:19])[CH:13]=1, predict the reactants needed to synthesize it. The reactants are: [C:1]([C:3](=[CH:10][NH:11][C:12]1[CH:17]=[CH:16][CH:15]=[C:14]([C:18]([F:21])([F:20])[F:19])[CH:13]=1)[C:4]([NH:6][C:7](=O)[O-:8])=[O:5])#[N:2].C(N(CC)CC)C.